The task is: Regression. Given two drug SMILES strings and cell line genomic features, predict the synergy score measuring deviation from expected non-interaction effect.. This data is from NCI-60 drug combinations with 297,098 pairs across 59 cell lines. Synergy scores: CSS=12.6, Synergy_ZIP=-2.26, Synergy_Bliss=2.20, Synergy_Loewe=-0.234, Synergy_HSA=0.425. Cell line: MALME-3M. Drug 1: C1CCN(CC1)CCOC2=CC=C(C=C2)C(=O)C3=C(SC4=C3C=CC(=C4)O)C5=CC=C(C=C5)O. Drug 2: CN1C2=C(C=C(C=C2)N(CCCl)CCCl)N=C1CCCC(=O)O.Cl.